Dataset: Full USPTO retrosynthesis dataset with 1.9M reactions from patents (1976-2016). Task: Predict the reactants needed to synthesize the given product. (1) Given the product [Cl:43][C:38]1[CH:37]=[C:36]([C:13]2([CH2:12][NH2:44])[CH2:18][CH2:17][CH2:16][N:15]3[C:19]([C:22]4[CH:27]=[CH:26][C:25]([C:28]5[O:32][C:31]([CH3:33])=[N:30][CH:29]=5)=[C:24]([O:34][CH3:35])[CH:23]=4)=[N:20][N:21]=[C:14]23)[CH:41]=[CH:40][C:39]=1[Cl:42], predict the reactants needed to synthesize it. The reactants are: CC1C=CC(S(O[CH2:12][C:13]2([C:36]3[CH:41]=[CH:40][C:39]([Cl:42])=[C:38]([Cl:43])[CH:37]=3)[CH2:18][CH2:17][CH2:16][N:15]3[C:19]([C:22]4[CH:27]=[CH:26][C:25]([C:28]5[O:32][C:31]([CH3:33])=[N:30][CH:29]=5)=[C:24]([O:34][CH3:35])[CH:23]=4)=[N:20][N:21]=[C:14]23)(=O)=O)=CC=1.[N-:44]=[N+]=[N-].[Na+].O. (2) Given the product [Cl:19][C:20]1[N:21]=[C:22]([Cl:27])[N:23]=[C:24]([C:2]2[CH:14]=[CH:13][C:12]3[C:11]4[C:6](=[CH:7][CH:8]=[CH:9][CH:10]=4)[C:5]([CH3:16])([CH3:15])[C:4]=3[CH:3]=2)[N:25]=1, predict the reactants needed to synthesize it. The reactants are: Br[C:2]1[CH:14]=[CH:13][C:12]2[C:11]3[C:6](=[CH:7][CH:8]=[CH:9][CH:10]=3)[C:5]([CH3:16])([CH3:15])[C:4]=2[CH:3]=1.II.[Cl:19][C:20]1[N:25]=[C:24](Cl)[N:23]=[C:22]([Cl:27])[N:21]=1.